Predict the reactants needed to synthesize the given product. From a dataset of Full USPTO retrosynthesis dataset with 1.9M reactions from patents (1976-2016). (1) Given the product [C:9]([C:8]([C:4]1[CH:3]=[C:2]([B:19]([OH:25])[OH:20])[CH:7]=[CH:6][CH:5]=1)([CH3:13])[CH3:12])([OH:11])=[O:10], predict the reactants needed to synthesize it. The reactants are: Br[C:2]1[CH:3]=[C:4]([C:8]([CH3:13])([CH3:12])[C:9]([OH:11])=[O:10])[CH:5]=[CH:6][CH:7]=1.C([Li])(C)(C)C.[B:19](OCCCC)([O:25]CCCC)[O:20]CCCC. (2) Given the product [Br:1][C:2]1[CH:3]=[N:4][N:5]([C:8]2[CH:13]=[CH:12][CH:11]=[CH:10][CH:9]=2)[CH:6]=1, predict the reactants needed to synthesize it. The reactants are: [Br:1][C:2]1[CH:3]=[N:4][NH:5][CH:6]=1.I[C:8]1[CH:13]=[CH:12][CH:11]=[CH:10][CH:9]=1.N[C@@H]1CCCC[C@H]1N.C(=O)([O-])[O-].[K+].[K+].N#N. (3) Given the product [NH2:22][C:16]1[CH:17]=[C:18]([F:21])[CH:19]=[CH:20][C:15]=1[C:13]([NH:12][C@@H:7]([CH:1]1[CH2:6][CH2:5][CH2:4][CH2:3][CH2:2]1)[C:8]([O:10][CH3:11])=[O:9])=[O:14], predict the reactants needed to synthesize it. The reactants are: [CH:1]1([C@H:7]([NH:12][C:13]([C:15]2[CH:20]=[CH:19][C:18]([F:21])=[CH:17][C:16]=2[N+:22]([O-])=O)=[O:14])[C:8]([O:10][CH3:11])=[O:9])[CH2:6][CH2:5][CH2:4][CH2:3][CH2:2]1. (4) The reactants are: Br[C:2]1[CH:3]=[C:4]2[C:15]3([C:20]4[CH:21]=[CH:22][CH:23]=[N:24][C:19]=4[O:18][C:17]([NH2:25])=[N:16]3)[C:14]3[CH:13]=[C:12](Cl)[N:11]=[CH:10][C:9]=3[O:8][C:5]2=[CH:6][CH:7]=1.[F:27][C:28]1[C:33](B(O)O)=[CH:32][CH:31]=[CH:30][N:29]=1.[F:37][C:38]1[CH:43]=[C:42](B(O)O)[CH:41]=[CH:40][N:39]=1. Given the product [F:27][C:28]1[C:33]([C:2]2[CH:3]=[C:4]3[C:15]4([C:20]5[CH:21]=[CH:22][CH:23]=[N:24][C:19]=5[O:18][C:17]([NH2:25])=[N:16]4)[C:14]4[CH:13]=[C:12]([C:42]5[CH:41]=[CH:40][N:39]=[C:38]([F:37])[CH:43]=5)[N:11]=[CH:10][C:9]=4[O:8][C:5]3=[CH:6][CH:7]=2)=[CH:32][CH:31]=[CH:30][N:29]=1, predict the reactants needed to synthesize it. (5) The reactants are: [C:1]([NH:5][C:6]([C:8]1[S:12][C:11]2[CH2:13][C:14]([CH3:17])([CH3:16])[CH2:15][C:10]=2[CH:9]=1)=[O:7])([CH3:4])([CH3:3])[CH3:2].C([Li])CCC.CN([CH:26]=[O:27])C. Given the product [C:1]([NH:5][C:6]([C:8]1[S:12][C:11]2[CH2:13][C:14]([CH3:17])([CH3:16])[CH2:15][C:10]=2[C:9]=1[CH:26]=[O:27])=[O:7])([CH3:4])([CH3:2])[CH3:3], predict the reactants needed to synthesize it. (6) Given the product [CH2:1]([O:8][C:9]1[CH:14]=[CH:13][CH:12]=[C:11]([F:15])[C:10]=1[NH2:16])[C:2]1[CH:3]=[CH:4][CH:5]=[CH:6][CH:7]=1, predict the reactants needed to synthesize it. The reactants are: [CH2:1]([O:8][C:9]1[CH:14]=[CH:13][CH:12]=[C:11]([F:15])[C:10]=1[N+:16]([O-])=O)[C:2]1[CH:7]=[CH:6][CH:5]=[CH:4][CH:3]=1.Cl[Sn]Cl.Cl.